This data is from Forward reaction prediction with 1.9M reactions from USPTO patents (1976-2016). The task is: Predict the product of the given reaction. (1) Given the reactants [CH3:1][C@H:2]1[N:7]([S:8]([C:11]2[CH:16]=[CH:15][CH:14]=[C:13]([C:17]([OH:23])([CH3:22])[C:18]([F:21])([F:20])[F:19])[CH:12]=2)(=[O:10])=[O:9])[CH2:6][CH2:5][N:4]([C:24]2[CH:31]=[CH:30][C:27]([C:28]#[N:29])=[CH:26][C:25]=2[C:32]([F:35])([F:34])[F:33])[CH2:3]1.[N-:36]=[N+:37]=[N-:38].[Na+], predict the reaction product. The product is: [F:19][C:18]([F:21])([F:20])[C:17]([C:13]1[CH:14]=[CH:15][CH:16]=[C:11]([S:8]([N:7]2[CH2:6][CH2:5][N:4]([C:24]3[CH:31]=[CH:30][C:27]([C:28]4[NH:38][N:37]=[N:36][N:29]=4)=[CH:26][C:25]=3[C:32]([F:35])([F:33])[F:34])[CH2:3][C@H:2]2[CH3:1])(=[O:9])=[O:10])[CH:12]=1)([OH:23])[CH3:22]. (2) Given the reactants [Br:1][C:2]1[CH:10]=[CH:9][C:5]([C:6]([OH:8])=[O:7])=[C:4]([F:11])[CH:3]=1.[CH3:12]O, predict the reaction product. The product is: [Br:1][C:2]1[CH:10]=[CH:9][C:5]([C:6]([O:8][CH3:12])=[O:7])=[C:4]([F:11])[CH:3]=1. (3) Given the reactants C(=O)([O-])[O-].[Na+].[Na+].I[C:8]1[CH:9]=[C:10]([Br:14])[CH:11]=[CH:12][CH:13]=1.[CH:15]1[C:23]2[C:22]3[CH:24]=[CH:25][CH:26]=[CH:27][C:21]=3[O:20][C:19]=2[C:18](B(O)O)=[CH:17][CH:16]=1, predict the reaction product. The product is: [Br:14][C:10]1[CH:9]=[C:8]([C:27]2[C:21]3[O:20][C:19]4[CH:18]=[CH:17][CH:16]=[CH:15][C:23]=4[C:22]=3[CH:24]=[CH:25][CH:26]=2)[CH:13]=[CH:12][CH:11]=1. (4) Given the reactants [Br:1][C:2]1[CH:7]=[CH:6][N+:5]([O-])=[C:4]([C:9]([F:12])([F:11])[F:10])[CH:3]=1.C[Si]([C:17]#[N:18])(C)C.C(OC(C1C=C(Br)C=C(C(C)C)N=1)=O)C, predict the reaction product. The product is: [Br:1][C:2]1[CH:3]=[C:4]([C:9]([F:12])([F:11])[F:10])[N:5]=[C:6]([C:17]#[N:18])[CH:7]=1.